This data is from Catalyst prediction with 721,799 reactions and 888 catalyst types from USPTO. The task is: Predict which catalyst facilitates the given reaction. (1) Reactant: [Cl:1][C:2]1[CH:3]=[CH:4][C:5]2[NH:9][C:8](=[O:10])[N:7]([CH3:11])[C:6]=2[CH:12]=1.Cl[CH2:14][C:15]([N:17]1[CH2:22][CH2:21][N:20]([C:23]2[CH:28]=[CH:27][C:26]([Cl:29])=[C:25]([O:30][CH3:31])[CH:24]=2)[CH2:19][CH2:18]1)=[O:16].C(=O)([O-])[O-].[Cs+].[Cs+]. Product: [Cl:1][C:2]1[CH:3]=[CH:4][C:5]2[N:9]([CH2:14][C:15]([N:17]3[CH2:18][CH2:19][N:20]([C:23]4[CH:28]=[CH:27][C:26]([Cl:29])=[C:25]([O:30][CH3:31])[CH:24]=4)[CH2:21][CH2:22]3)=[O:16])[C:8](=[O:10])[N:7]([CH3:11])[C:6]=2[CH:12]=1. The catalyst class is: 39. (2) Reactant: [CH:1](=[C:3]1[CH2:7][N:6]([C:8]([O:10][C:11]([CH3:14])([CH3:13])[CH3:12])=[O:9])[C@H:5]([C:15]([O:17][CH3:18])=[O:16])[CH2:4]1)[CH3:2]. Product: [CH2:1]([CH:3]1[CH2:7][N:6]([C:8]([O:10][C:11]([CH3:14])([CH3:12])[CH3:13])=[O:9])[C@H:5]([C:15]([O:17][CH3:18])=[O:16])[CH2:4]1)[CH3:2]. The catalyst class is: 14.